Predict the reactants needed to synthesize the given product. From a dataset of Full USPTO retrosynthesis dataset with 1.9M reactions from patents (1976-2016). (1) Given the product [F:1][C:2]1([F:40])[CH2:3][CH2:4][CH:5]([NH:8][C:9]([C:11]2[N:12]=[C:13]([C:32]3[CH:37]=[CH:36][C:35]([Cl:38])=[CH:34][C:33]=3[Cl:39])[N:14]([C:18]3[CH:23]=[CH:22][C:21]([OH:24])=[CH:20][CH:19]=3)[C:15]=2[CH2:16][OH:41])=[O:10])[CH2:6][CH2:7]1.[F:1][C:2]1([F:40])[CH2:7][CH2:6][CH:5]([NH:8][C:9]([C:11]2[N:12]=[C:13]([C:32]3[CH:37]=[CH:36][C:35]([Cl:38])=[CH:34][C:33]=3[Cl:39])[N:14]([C:18]3[CH:23]=[CH:22][C:21]([O:24][Si:25]([C:28]([CH3:31])([CH3:30])[CH3:29])([CH3:27])[CH3:26])=[CH:20][CH:19]=3)[C:15]=2[CH2:16][OH:41])=[O:10])[CH2:4][CH2:3]1, predict the reactants needed to synthesize it. The reactants are: [F:1][C:2]1([F:40])[CH2:7][CH2:6][CH:5]([NH:8][C:9]([C:11]2[N:12]=[C:13]([C:32]3[CH:37]=[CH:36][C:35]([Cl:38])=[CH:34][C:33]=3[Cl:39])[N:14]([C:18]3[CH:23]=[CH:22][C:21]([O:24][Si:25]([C:28]([CH3:31])([CH3:30])[CH3:29])([CH3:27])[CH3:26])=[CH:20][CH:19]=3)[C:15]=2[CH2:16]Br)=[O:10])[CH2:4][CH2:3]1.[OH2:41]. (2) Given the product [C:16]([C:13]1[CH:12]=[CH:11][C:10]([CH:9]2[N:4]3[N:3]=[C:2]([NH:1][C:27](=[O:28])[C:26]([F:37])([F:36])[F:25])[N:24]=[C:5]3[NH:6][C:7]([CH3:23])=[C:8]2[C:18]([O:20][CH2:21][CH3:22])=[O:19])=[CH:15][CH:14]=1)#[N:17], predict the reactants needed to synthesize it. The reactants are: [NH2:1][C:2]1[N:24]=[C:5]2[NH:6][C:7]([CH3:23])=[C:8]([C:18]([O:20][CH2:21][CH3:22])=[O:19])[CH:9]([C:10]3[CH:15]=[CH:14][C:13]([C:16]#[N:17])=[CH:12][CH:11]=3)[N:4]2[N:3]=1.[F:25][C:26]([F:37])([F:36])[C:27](O[C:27](=[O:28])[C:26]([F:37])([F:36])[F:25])=[O:28]. (3) Given the product [C:8]([C:6]1[CH:5]=[CH:4][C:3]([F:12])=[C:2]([CH:7]=1)[CH:20]=[O:21])([CH3:11])([CH3:10])[CH3:9], predict the reactants needed to synthesize it. The reactants are: Br[C:2]1[CH:7]=[C:6]([C:8]([CH3:11])([CH3:10])[CH3:9])[CH:5]=[CH:4][C:3]=1[F:12].CCCCCC.C[CH2:20][O:21]C(C)=O. (4) Given the product [CH3:1][O:2][C:3]1[CH:4]=[C:5]2[C:9](=[CH:10][C:11]=1[O:12][CH3:13])[NH:8][N:7]=[C:6]2[C:22](=[O:24])[CH3:23], predict the reactants needed to synthesize it. The reactants are: [CH3:1][O:2][C:3]1[C:11]([O:12][CH3:13])=[CH:10][C:9]2[C:5](=[C:6]([C:22](=[O:24])[CH3:23])[N:7](COCC[Si](C)(C)C)[N:8]=2)[CH:4]=1.CCCC[N+](CCCC)(CCCC)CCCC.[F-]. (5) Given the product [CH2:15]([O:17][Si:18]([O:22][CH2:23][CH3:24])([O:19][CH2:20][CH3:21])[CH2:14][CH2:13][CH2:12][CH2:11][CH2:10][CH2:9][CH2:8][CH2:7][CH2:6][CH2:5][CH2:4][CH2:3][CH2:2][CH2:1][Si:18]([O:22][CH2:23][CH3:24])([O:19][CH2:20][CH3:21])[O:17][CH2:15][CH3:16])[CH3:16], predict the reactants needed to synthesize it. The reactants are: [CH2:1]=[CH:2][CH2:3][CH2:4][CH2:5][CH2:6][CH2:7][CH2:8][CH2:9][CH2:10][CH2:11][CH2:12][CH:13]=[CH2:14].[CH2:15]([O:17][SiH:18]([O:22][CH2:23][CH3:24])[O:19][CH2:20][CH3:21])[CH3:16].